This data is from NCI-60 drug combinations with 297,098 pairs across 59 cell lines. The task is: Regression. Given two drug SMILES strings and cell line genomic features, predict the synergy score measuring deviation from expected non-interaction effect. Drug 1: C1=CC(=CC=C1CCCC(=O)O)N(CCCl)CCCl. Drug 2: C(=O)(N)NO. Cell line: SK-OV-3. Synergy scores: CSS=13.4, Synergy_ZIP=-3.34, Synergy_Bliss=-3.44, Synergy_Loewe=-15.2, Synergy_HSA=-5.28.